From a dataset of Catalyst prediction with 721,799 reactions and 888 catalyst types from USPTO. Predict which catalyst facilitates the given reaction. (1) Reactant: [NH2:1][C:2]1[C:10]2[CH:9]=[C:8]([C:11]([O:13]C)=[O:12])[S:7][C:6]=2[CH:5]=[CH:4][CH:3]=1.O.[OH-].[Li+].O.CO. Product: [NH2:1][C:2]1[C:10]2[CH:9]=[C:8]([C:11]([OH:13])=[O:12])[S:7][C:6]=2[CH:5]=[CH:4][CH:3]=1. The catalyst class is: 15. (2) Reactant: [Cl:1][C:2]1[C:7]([N:8]2[CH2:13][CH2:12][CH:11]([C:14]3[CH:19]=[C:18]([O:20][CH3:21])[CH:17]=[CH:16][C:15]=3[O:22][CH3:23])[CH2:10][CH2:9]2)=[CH:6][N:5]=[N:4][C:3]=1[NH:24][NH:25][C:26](=O)[CH2:27][C:28]([F:31])([F:30])[F:29].P(Cl)(Cl)(Cl)=O. Product: [Cl:1][C:2]1[C:3]2[N:4]([C:26]([CH2:27][C:28]([F:30])([F:31])[F:29])=[N:25][N:24]=2)[N:5]=[CH:6][C:7]=1[N:8]1[CH2:9][CH2:10][CH:11]([C:14]2[CH:19]=[C:18]([O:20][CH3:21])[CH:17]=[CH:16][C:15]=2[O:22][CH3:23])[CH2:12][CH2:13]1. The catalyst class is: 10. (3) Reactant: [N:1]1[C:6]2[NH:7][CH:8]=[C:9]([C:10]#[N:11])[C:5]=2[CH:4]=[N:3][CH:2]=1.N[NH:13][C:14]([NH2:16])=[S:15].[NH4+].[OH-]. Product: [N:1]1[C:6]2[NH:7][CH:8]=[C:9]([C:10]3[S:15][C:14]([NH2:16])=[N:13][N:11]=3)[C:5]=2[CH:4]=[N:3][CH:2]=1. The catalyst class is: 55. (4) Reactant: [CH:1]1[CH:6]=[CH:5][CH:4]=[CH:3][CH:2]=1.[CH:7](O)([CH3:9])[CH3:8]. Product: [CH2:2]=[CH:1][CH3:6].[C:1]1([CH:7]([CH3:9])[CH3:8])[CH:6]=[CH:5][CH:4]=[CH:3][CH:2]=1. The catalyst class is: 6. (5) Product: [Cl:1][C:2]1[CH:11]=[CH:10][CH:9]=[C:8]2[C:3]=1[CH:4]=[C:5]([CH:18]([NH2:20])[CH3:19])[C:6]([C:12]1[CH:17]=[CH:16][CH:15]=[CH:14][N:13]=1)=[N:7]2. Reactant: [Cl:1][C:2]1[CH:11]=[CH:10][CH:9]=[C:8]2[C:3]=1[CH:4]=[C:5]([CH:18]([N:20]1C(=O)C3C(=CC=CC=3)C1=O)[CH3:19])[C:6]([C:12]1[CH:17]=[CH:16][CH:15]=[CH:14][N:13]=1)=[N:7]2.O.NN. The catalyst class is: 14. (6) Reactant: [Cl:1][C:2]1[N:7]=[CH:6][C:5]([CH2:8][OH:9])=[C:4]([NH:10][CH2:11][CH3:12])[CH:3]=1. Product: [Cl:1][C:2]1[N:7]=[CH:6][C:5]([CH:8]=[O:9])=[C:4]([NH:10][CH2:11][CH3:12])[CH:3]=1. The catalyst class is: 177. (7) Reactant: [C:1]([NH:5][S:6]([C:9]1[C:10]([CH3:26])=[C:11]([C:16]2[CH:21]=[CH:20][N:19]=[C:18]([NH:22][C:23](=[O:25])[CH3:24])[CH:17]=2)[CH:12]=[N:13][C:14]=1Cl)(=[O:8])=[O:7])([CH3:4])([CH3:3])[CH3:2]. Product: [C:1]([NH:5][S:6]([C:9]1[C:10]([CH3:26])=[C:11]([C:16]2[CH:21]=[CH:20][N:19]=[C:18]([NH:22][C:23](=[O:25])[CH3:24])[CH:17]=2)[CH:12]=[N:13][CH:14]=1)(=[O:7])=[O:8])([CH3:4])([CH3:3])[CH3:2]. The catalyst class is: 105. (8) Reactant: [CH3:1][N:2]1[C:6]([CH3:7])=[CH:5][C:4]([CH2:8]O)=[N:3]1.S(Cl)([Cl:12])=O. Product: [ClH:12].[Cl:12][CH2:8][C:4]1[CH:5]=[C:6]([CH3:7])[N:2]([CH3:1])[N:3]=1. The catalyst class is: 2. (9) Reactant: [CH3:1][C:2]1[CH:3]=[C:4]([CH:16]=[C:17]([CH:19]=[C:20]2[CH2:25][CH2:24][NH:23][CH2:22][CH2:21]2)[CH:18]=1)[O:5][C:6]1[CH:11]=[CH:10][C:9]([C:12]([F:15])([F:14])[F:13])=[CH:8][N:7]=1.[N:26]1[CH:31]=[CH:30][CH:29]=[C:28]([NH:32][C:33](=O)[O:34]C2C=CC=CC=2)[CH:27]=1.C(N(CC)CC)C. Product: [CH3:1][C:2]1[CH:18]=[C:17]([CH:16]=[C:4]([O:5][C:6]2[CH:11]=[CH:10][C:9]([C:12]([F:14])([F:15])[F:13])=[CH:8][N:7]=2)[CH:3]=1)[CH:19]=[C:20]1[CH2:25][CH2:24][N:23]([C:33]([NH:32][C:28]2[CH:27]=[N:26][CH:31]=[CH:30][CH:29]=2)=[O:34])[CH2:22][CH2:21]1. The catalyst class is: 58.